Dataset: Forward reaction prediction with 1.9M reactions from USPTO patents (1976-2016). Task: Predict the product of the given reaction. Given the reactants [F:1][C:2]([F:26])([F:25])[CH:3]([N:12]1[CH2:16][CH2:15][C@H:14]([NH:17][C:18](=[O:24])[O:19][C:20]([CH3:23])([CH3:22])[CH3:21])[CH2:13]1)[C:4]1[CH:5]=[N:6][C:7]([NH:10][NH2:11])=[CH:8][CH:9]=1.[CH:27]([C:29]1[CH:38]=[CH:37][C:36]2[C:31](=[CH:32][C:33]([C:39]([O:41]C)=[O:40])=[CH:34][CH:35]=2)[N:30]=1)=O.C(O)(=O)C.C(O)(=O)C.IC1C=CC=CC=1.C(=O)(O)[O-].[Na+].[Li+].[OH-], predict the reaction product. The product is: [C:20]([O:19][C:18]([NH:17][C@H:14]1[CH2:15][CH2:16][N:12]([CH:3]([C:4]2[CH:9]=[CH:8][C:7]3[N:6]([C:27]([C:29]4[CH:38]=[CH:37][C:36]5[C:31](=[CH:32][C:33]([C:39]([OH:41])=[O:40])=[CH:34][CH:35]=5)[N:30]=4)=[N:11][N:10]=3)[CH:5]=2)[C:2]([F:25])([F:1])[F:26])[CH2:13]1)=[O:24])([CH3:22])([CH3:23])[CH3:21].